From a dataset of Full USPTO retrosynthesis dataset with 1.9M reactions from patents (1976-2016). Predict the reactants needed to synthesize the given product. (1) Given the product [Br:19][C:11]1[CH:10]=[C:9]([S:12]([CH3:15])(=[O:14])=[O:13])[CH:8]=[C:7]([N+:16]([O-:18])=[O:17])[C:6]=1[F:5], predict the reactants needed to synthesize it. The reactants are: [N+]([O-])(O)=O.[F:5][C:6]1[CH:11]=[CH:10][C:9]([S:12]([CH3:15])(=[O:14])=[O:13])=[CH:8][C:7]=1[N+:16]([O-:18])=[O:17].[Br:19]Br. (2) The reactants are: [CH3:1][C:2]([NH2:7])([CH:4]([CH3:6])[CH3:5])[CH3:3].[S:8](Cl)([C:11]1[CH:17]=[CH:16][C:14]([CH3:15])=[CH:13][CH:12]=1)(=[O:10])=[O:9]. Given the product [S:8]([NH:7][C:2]([CH3:3])([CH:4]([CH3:6])[CH3:5])[CH3:1])([C:11]1[CH:17]=[CH:16][C:14]([CH3:15])=[CH:13][CH:12]=1)(=[O:10])=[O:9], predict the reactants needed to synthesize it. (3) Given the product [O:22]=[C:23]([N:13]1[CH2:12][CH2:11][C:10]2[C:15](=[C:6]([O:5][Si:4]([CH:1]([CH3:3])[CH3:2])([CH:16]([CH3:18])[CH3:17])[CH:19]([CH3:21])[CH3:20])[CH:7]=[CH:8][CH:9]=2)[CH2:14]1)[CH2:24][CH2:25][CH2:26][CH2:27][OH:28], predict the reactants needed to synthesize it. The reactants are: [CH:1]([Si:4]([CH:19]([CH3:21])[CH3:20])([CH:16]([CH3:18])[CH3:17])[O:5][C:6]1[CH:7]=[CH:8][CH:9]=[C:10]2[C:15]=1[CH2:14][NH:13][CH2:12][CH2:11]2)([CH3:3])[CH3:2].[OH:22][CH2:23][CH2:24][CH2:25][CH2:26][C:27]([O-])=[O:28].[Na+].C(Cl)CCl.C1C=CC2N(O)N=NC=2C=1. (4) Given the product [N+:25]([C:21]1[CH:22]=[CH:23][C:24]2[NH:12][C:13]3[C:18]([C:19]=2[CH:20]=1)=[CH:17][CH:16]=[CH:15][CH:14]=3)([O-:27])=[O:26], predict the reactants needed to synthesize it. The reactants are: C1(S(CC[N:12]2[C:24]3[CH:23]=[CH:22][C:21]([N+:25]([O-:27])=[O:26])=[CH:20][C:19]=3[C:18]3[C:13]2=[CH:14][CH:15]=[CH:16][CH:17]=3)(=O)=O)C=CC=CC=1.[K].CC(C)([O-])C.C(OCC)(=O)C.Cl. (5) The reactants are: [CH2:1]([O:8][C:9]1[CH:14]=[CH:13][C:12]([C@@H:15]2[CH2:17][C@H:16]2[N+:18]([O-])=O)=[CH:11][CH:10]=1)[C:2]1[CH:7]=[CH:6][CH:5]=[CH:4][CH:3]=1.Cl. Given the product [CH2:1]([O:8][C:9]1[CH:10]=[CH:11][C:12]([C@@H:15]2[CH2:17][C@H:16]2[NH2:18])=[CH:13][CH:14]=1)[C:2]1[CH:3]=[CH:4][CH:5]=[CH:6][CH:7]=1, predict the reactants needed to synthesize it. (6) Given the product [CH3:18][N:14]1[CH:15]=[CH:16][C:17]2[N:9]([C:4]3[CH:5]=[CH:6][C:7]([F:8])=[C:2]([C:25]4[CH:24]=[CH:23][CH:22]=[C:21]([F:20])[C:26]=4[F:27])[CH:3]=3)[CH:10]=[N:11][C:12]=2[C:13]1=[O:19], predict the reactants needed to synthesize it. The reactants are: Br[C:2]1[CH:3]=[C:4]([N:9]2[C:17]3[CH:16]=[CH:15][N:14]([CH3:18])[C:13](=[O:19])[C:12]=3[N:11]=[CH:10]2)[CH:5]=[CH:6][C:7]=1[F:8].[F:20][C:21]1[C:26]([F:27])=[CH:25][CH:24]=[CH:23][C:22]=1B(O)O. (7) Given the product [ClH:1].[NH2:28][C@@H:32]1[CH2:34][CH2:35][CH2:36][C@H:31]1[NH:30][C:11]([C:6]1[NH:7][C:8]2[C:4]([CH:5]=1)=[CH:3][C:2]([Cl:1])=[CH:10][CH:9]=2)=[O:13], predict the reactants needed to synthesize it. The reactants are: [Cl:1][C:2]1[CH:3]=[C:4]2[C:8](=[CH:9][CH:10]=1)[NH:7][C:6]([C:11]([OH:13])=O)=[CH:5]2.Cl.CN(C)CCCN=C=NCC.O.O[N:28]1[C:32]2C=[CH:34][CH:35]=[CH:36][C:31]=2[N:30]=N1. (8) Given the product [Cl:2][C:14]1[CH:13]=[C:12]([CH2:17][CH3:18])[N:11]=[C:10]([CH:5]2[CH2:9][CH2:8][CH2:7][CH2:6]2)[N:15]=1, predict the reactants needed to synthesize it. The reactants are: O(Cl)[Cl:2].[P+5].[CH:5]1([C:10]2[NH:15][C:14](=O)[CH:13]=[C:12]([CH2:17][CH3:18])[N:11]=2)[CH2:9][CH2:8][CH2:7][CH2:6]1.